From a dataset of NCI-60 drug combinations with 297,098 pairs across 59 cell lines. Regression. Given two drug SMILES strings and cell line genomic features, predict the synergy score measuring deviation from expected non-interaction effect. Drug 1: C1=CN(C(=O)N=C1N)C2C(C(C(O2)CO)O)O.Cl. Drug 2: CS(=O)(=O)OCCCCOS(=O)(=O)C. Cell line: OVCAR-8. Synergy scores: CSS=41.0, Synergy_ZIP=-1.53, Synergy_Bliss=-1.90, Synergy_Loewe=-35.4, Synergy_HSA=-0.667.